This data is from Reaction yield outcomes from USPTO patents with 853,638 reactions. The task is: Predict the reaction yield, written as a fraction of the theoretical maximum amount of product (1.0 means a 100% yield; for example, 0.34 means a 34% yield). (1) The reactants are [F:1][C:2]1[C:7](=[O:8])[N:6]([CH3:9])[C:5]([NH:10][C:11]2[CH:16]=[CH:15][C:14]([S:17][CH3:18])=[CH:13][C:12]=2[F:19])=[C:4]([C:20]([NH:22][O:23][CH2:24][CH2:25][O:26]C=C)=[O:21])[CH:3]=1.Cl.[OH-].[Na+]. The catalyst is CCO.CCOC(C)=O.O. The product is [F:1][C:2]1[C:7](=[O:8])[N:6]([CH3:9])[C:5]([NH:10][C:11]2[CH:16]=[CH:15][C:14]([S:17][CH3:18])=[CH:13][C:12]=2[F:19])=[C:4]([C:20]([NH:22][O:23][CH2:24][CH2:25][OH:26])=[O:21])[CH:3]=1. The yield is 0.700. (2) The reactants are [NH:1]1[C:9]2[C:4](=[CH:5][CH:6]=[CH:7][CH:8]=2)[CH2:3][C:2]1=[O:10].[CH:11]([C:13]1[NH:17][C:16]([C:18]([OH:20])=[O:19])=[CH:15][C:14]=1[CH3:21])=O. No catalyst specified. The product is [CH3:21][C:14]1[CH:15]=[C:16]([C:18]([OH:20])=[O:19])[NH:17][C:13]=1[CH:11]=[C:3]1[C:4]2[C:9](=[CH:8][CH:7]=[CH:6][CH:5]=2)[NH:1][C:2]1=[O:10]. The yield is 1.00. (3) The reactants are [Br:1][C:2]1[CH:11]=[C:10]2[C:5]([CH:6]=[CH:7][C:8]([C@H:12]([OH:14])[CH3:13])=[N:9]2)=[CH:4][CH:3]=1.FC(F)(F)S(O[Si:21](C)([CH3:23])[CH3:22])(=O)=O.N1[C:32]([CH3:33])=[CH:31]C=CC=1C.OP([O-])(O)=O.[K+].Cl[CH2:42]Cl. The catalyst is O. The product is [Br:1][C:2]1[CH:11]=[C:10]2[C:5]([CH:6]=[CH:7][C:8]([C@H:12]([O:14][Si:21]([C:32]([CH3:31])([CH3:33])[CH3:42])([CH3:23])[CH3:22])[CH3:13])=[N:9]2)=[CH:4][CH:3]=1. The yield is 0.940. (4) The reactants are [C:1]([O:5][C@@H:6]([C:11]1[C:12]([C:32]2[CH:37]=[CH:36][C:35]([Cl:38])=[CH:34][CH:33]=2)=[C:13]2[C:20]([CH3:21])=[C:19]([CH3:22])[N:18]([CH2:23][C:24]3[CH:29]=[CH:28][CH:27]=[C:26]([C:30]#[N:31])[CH:25]=3)[C:14]2=[N:15][C:16]=1[CH3:17])[C:7]([O:9]C)=[O:8])([CH3:4])([CH3:3])[CH3:2].[Cl-].[Li+].Cl. The catalyst is O1CCCC1.CO.O. The product is [C:1]([O:5][C@@H:6]([C:11]1[C:12]([C:32]2[CH:37]=[CH:36][C:35]([Cl:38])=[CH:34][CH:33]=2)=[C:13]2[C:20]([CH3:21])=[C:19]([CH3:22])[N:18]([CH2:23][C:24]3[CH:29]=[CH:28][CH:27]=[C:26]([C:30]#[N:31])[CH:25]=3)[C:14]2=[N:15][C:16]=1[CH3:17])[C:7]([OH:9])=[O:8])([CH3:4])([CH3:2])[CH3:3]. The yield is 0.680. (5) The reactants are COC1C=CC(C[N:8]2[C:16]3[C:11](=[C:12]4[S:19][CH:18]=[N:17][C:13]4=[CH:14][CH:15]=3)[C:10]3([C:31]4[C:22](=[CH:23][C:24]5[O:29][CH2:28][CH2:27][O:26][C:25]=5[CH:30]=4)[O:21][CH2:20]3)[C:9]2=[O:32])=CC=1.FC(F)(F)S(O)(=O)=O. The catalyst is ClCCl.FC(F)(F)C(O)=O. The product is [S:19]1[C:12]2=[C:11]3[C:16](=[CH:15][CH:14]=[C:13]2[N:17]=[CH:18]1)[NH:8][C:9](=[O:32])[C:10]13[C:31]2[C:22](=[CH:23][C:24]3[O:29][CH2:28][CH2:27][O:26][C:25]=3[CH:30]=2)[O:21][CH2:20]1. The yield is 0.440. (6) The reactants are [Cl:1][C:2]1[CH:38]=[CH:37][C:5]([CH2:6][O:7][C:8]2[CH:13]=[CH:12][N:11]([C:14]3[CH:15]=[CH:16][C:17]4[C:18]5[CH2:28][N:27](C(OCCCC)=O)[CH2:26][CH2:25][CH2:24][C:19]=5[N:20]([CH3:23])[C:21]=4[CH:22]=3)[C:10](=[O:36])[CH:9]=2)=[CH:4][CH:3]=1.FC(F)(F)C(O)=O. The catalyst is ClCCl. The product is [ClH:1].[Cl:1][C:2]1[CH:3]=[CH:4][C:5]([CH2:6][O:7][C:8]2[CH:13]=[CH:12][N:11]([C:14]3[CH:15]=[CH:16][C:17]4[C:18]5[CH2:28][NH:27][CH2:26][CH2:25][CH2:24][C:19]=5[N:20]([CH3:23])[C:21]=4[CH:22]=3)[C:10](=[O:36])[CH:9]=2)=[CH:37][CH:38]=1. The yield is 0.390. (7) The yield is 0.920. The catalyst is CCOCC. The product is [C:1]1([CH:8]([C:15]2[CH:20]=[CH:19][CH:18]=[CH:17][N:16]=2)[CH3:9])[CH:6]=[CH:5][CH:4]=[CH:3][CH:2]=1. The reactants are [C:1]1([Li])[CH:6]=[CH:5][CH:4]=[CH:3][CH:2]=1.[CH2:8]([C:15]1[CH:20]=[CH:19][CH:18]=[CH:17][N:16]=1)[C:9]1C=CC=CC=1.IC.[Cl-].[NH4+]. (8) The reactants are [O-:1]P([O-])([O-])=O.[K+].[K+].[K+].CN[CH2:11][CH2:12][NH:13][CH3:14].I[C:16]1[CH:17]=[C:18]([CH:21]=[CH:22][CH:23]=1)[CH2:19][NH2:20].N.[C:25]1([CH3:31])C=CC=CC=1. The catalyst is [Cu]I.O. The product is [NH2:20][CH2:19][C:18]1[CH:17]=[C:16]([N:13]2[CH2:12][CH2:11][CH2:31][CH2:25][C:14]2=[O:1])[CH:23]=[CH:22][CH:21]=1. The yield is 0.960.